From a dataset of Forward reaction prediction with 1.9M reactions from USPTO patents (1976-2016). Predict the product of the given reaction. (1) Given the reactants [Cl:1][C:2]1[CH:3]=[C:4]([CH:8]2[CH2:13][N:12]([CH2:14][C@H:15]([OH:20])[C:16]([F:19])([F:18])[F:17])[CH2:11][CH2:10][O:9]2)[CH:5]=[CH:6][CH:7]=1.ClCCl.C(N(CC)CC)C.[Cl:31][C:32]1[CH:37]=[CH:36][C:35]([N:38]=[C:39]=[O:40])=[CH:34][C:33]=1[F:41], predict the reaction product. The product is: [ClH:1].[Cl:1][C:2]1[CH:3]=[C:4]([C@H:8]2[O:9][CH2:10][CH2:11][N:12]([CH2:14][C@H:15]([O:20][C:39](=[O:40])[NH:38][C:35]3[CH:36]=[CH:37][C:32]([Cl:31])=[C:33]([F:41])[CH:34]=3)[C:16]([F:18])([F:19])[F:17])[CH2:13]2)[CH:5]=[CH:6][CH:7]=1. (2) Given the reactants Br[CH2:2][CH2:3][O:4][CH2:5][CH2:6][N:7]1[C:11]2[CH:12]=[CH:13][CH:14]=[CH:15][C:10]=2[N:9]([C:16]2[C:21]([F:22])=[CH:20][CH:19]=[CH:18][C:17]=2[F:23])[S:8]1(=[O:25])=[O:24].[CH:26]1([NH2:30])[CH2:29][CH2:28][CH2:27]1, predict the reaction product. The product is: [F:23][C:17]1[CH:18]=[CH:19][CH:20]=[C:21]([F:22])[C:16]=1[N:9]1[C:10]2[CH:15]=[CH:14][CH:13]=[CH:12][C:11]=2[N:7]([CH2:6][CH2:5][O:4][CH2:3][CH2:2][NH:30][CH:26]2[CH2:29][CH2:28][CH2:27]2)[S:8]1(=[O:25])=[O:24]. (3) Given the reactants [C:1]([C:4]1[C:12]2[O:11][C:10]([C:13]3[CH:18]=[CH:17][C:16]([O:19][CH3:20])=[CH:15][CH:14]=3)=[CH:9][C:8]=2[CH:7]=[C:6]([O:21][CH3:22])[CH:5]=1)([CH3:3])=[CH2:2].[H][H], predict the reaction product. The product is: [CH:1]([C:4]1[C:12]2[O:11][C:10]([C:13]3[CH:18]=[CH:17][C:16]([O:19][CH3:20])=[CH:15][CH:14]=3)=[CH:9][C:8]=2[CH:7]=[C:6]([O:21][CH3:22])[CH:5]=1)([CH3:3])[CH3:2]. (4) Given the reactants [C:1]([O:4][C@H:5]1[CH2:10][CH2:9][C@H:8]([C:11](=O)[NH:12][CH2:13][C:14]2[C:19](Cl)=[N:18][CH:17]=[CH:16][N:15]=2)[CH2:7][CH2:6]1)(=[O:3])[CH3:2].[C:22](O[C@H]1CC[C@H](C2N3C=CN=C(Cl)C3=CN=2)CC1)(=O)C, predict the reaction product. The product is: [C:1]([O:4][C@H:5]1[CH2:10][CH2:9][C@H:8]([C:11]2[N:15]3[CH:16]=[CH:17][N:18]=[C:19]([CH3:22])[C:14]3=[CH:13][N:12]=2)[CH2:7][CH2:6]1)(=[O:3])[CH3:2]. (5) Given the reactants [C:1]1([C:22]2[CH:27]=[CH:26][CH:25]=[CH:24][CH:23]=2)[CH:6]=[CH:5][C:4]([CH2:7][S:8]([NH:11][C:12]2[CH:20]=[CH:19][C:15]([C:16]([OH:18])=[O:17])=[C:14]([OH:21])[CH:13]=2)(=[O:10])=[O:9])=[CH:3][CH:2]=1.[C:28](N1C=CN=C1)(N1C=CN=C1)=O.CO.N1C=CC=CC=1, predict the reaction product. The product is: [C:1]1([C:22]2[CH:27]=[CH:26][CH:25]=[CH:24][CH:23]=2)[CH:2]=[CH:3][C:4]([CH2:7][S:8]([NH:11][C:12]2[CH:20]=[CH:19][C:15]([C:16]([O:18][CH3:28])=[O:17])=[C:14]([OH:21])[CH:13]=2)(=[O:9])=[O:10])=[CH:5][CH:6]=1. (6) Given the reactants [CH3:1][C:2]1([C:9]([O:11][CH2:12][CH3:13])=[O:10])[CH2:7][CH2:6][C:5](=[O:8])[CH2:4][CH2:3]1.[BH4-].[Na+], predict the reaction product. The product is: [OH:8][CH:5]1[CH2:4][CH2:3][C:2]([CH3:1])([C:9]([O:11][CH2:12][CH3:13])=[O:10])[CH2:7][CH2:6]1. (7) The product is: [F:6][C:7]1[C:12]([O:13][CH2:14][O:15][CH3:16])=[C:11]([CH:27]=[O:28])[CH:10]=[CH:9][C:8]=1[C:17]1[CH:18]=[CH:19][C:20]([F:23])=[CH:21][CH:22]=1. Given the reactants C([Li])CCC.[F:6][C:7]1[C:12]([O:13][CH2:14][O:15][CH3:16])=[CH:11][CH:10]=[CH:9][C:8]=1[C:17]1[CH:22]=[CH:21][C:20]([F:23])=[CH:19][CH:18]=1.CN([CH:27]=[O:28])C.[Cl-].[NH4+], predict the reaction product. (8) Given the reactants [F:1][C:2]1[C:10]([F:11])=[C:9]([F:12])[C:8]([F:13])=[CH:7][C:3]=1[C:4]([OH:6])=[O:5].[Li][CH2:15]CCC.C(=O)=O, predict the reaction product. The product is: [CH3:15][C:7]1[C:3]([C:4]([OH:6])=[O:5])=[C:2]([F:1])[C:10]([F:11])=[C:9]([F:12])[C:8]=1[F:13]. (9) Given the reactants [CH3:1][C:2]([CH3:37])([CH3:36])[CH2:3][C:4]1[N:9]=[C:8]([CH2:10][O:11][C:12]2[C:13]([O:25][CH3:26])=[C:14]([CH2:18][CH2:19][C:20]([O:22]CC)=[O:21])[CH:15]=[CH:16][CH:17]=2)[CH:7]=[CH:6][C:5]=1[C:27]1[CH:32]=[C:31]([O:33][CH3:34])[CH:30]=[CH:29][C:28]=1[F:35].[OH-].[Na+], predict the reaction product. The product is: [CH3:1][C:2]([CH3:37])([CH3:36])[CH2:3][C:4]1[N:9]=[C:8]([CH2:10][O:11][C:12]2[C:13]([O:25][CH3:26])=[C:14]([CH2:18][CH2:19][C:20]([OH:22])=[O:21])[CH:15]=[CH:16][CH:17]=2)[CH:7]=[CH:6][C:5]=1[C:27]1[CH:32]=[C:31]([O:33][CH3:34])[CH:30]=[CH:29][C:28]=1[F:35]. (10) Given the reactants [I:1][C:2]1[CH:10]=[CH:9]C(C(O)=O)=[CH:4][CH:3]=1.[O:11]=S(Cl)Cl.CC[N:17]([CH:21]([CH3:23])C)[CH:18]([CH3:20])C.Br.[Br:25][CH2:26][CH2:27]CN.Cl, predict the reaction product. The product is: [Br:25][CH2:26][CH2:27][CH2:23][CH2:21][NH:17][C:18](=[O:11])[C:20]1[CH:4]=[CH:3][C:2]([I:1])=[CH:10][CH:9]=1.